From a dataset of Reaction yield outcomes from USPTO patents with 853,638 reactions. Predict the reaction yield, written as a fraction of the theoretical maximum amount of product (1.0 means a 100% yield; for example, 0.34 means a 34% yield). The reactants are [OH:1][CH2:2][C:3]1[N:4]([C:15]2[CH:20]=[CH:19][CH:18]=[CH:17][C:16]=2[CH3:21])[C:5](=[O:14])[C:6]2[C:11]([CH:12]=1)=[CH:10][CH:9]=[CH:8][C:7]=2[CH3:13]. The catalyst is C(Cl)Cl.O=[Mn]=O. The product is [CH3:13][C:7]1[CH:8]=[CH:9][CH:10]=[C:11]2[C:6]=1[C:5](=[O:14])[N:4]([C:15]1[CH:20]=[CH:19][CH:18]=[CH:17][C:16]=1[CH3:21])[C:3]([CH:2]=[O:1])=[CH:12]2. The yield is 0.900.